Dataset: Catalyst prediction with 721,799 reactions and 888 catalyst types from USPTO. Task: Predict which catalyst facilitates the given reaction. (1) Reactant: C(OC([N:6]=[S:7]([CH2:35][CH3:36])([C:9]1[CH:14]=[CH:13][CH:12]=[C:11]([CH2:15][O:16][C:17]2[CH:26]=[C:25]3[C:20]([C:21]([NH:27][C:28]4[S:29][CH:30]=[CH:31][N:32]=4)=[N:22][CH:23]=[N:24]3)=[CH:19][C:18]=2[O:33][CH3:34])[CH:10]=1)=[O:8])=O)C.ClCCl.CO. Product: [CH2:35]([S:7]([C:9]1[CH:14]=[CH:13][CH:12]=[C:11]([CH2:15][O:16][C:17]2[CH:26]=[C:25]3[C:20]([C:21]([NH:27][C:28]4[S:29][CH:30]=[CH:31][N:32]=4)=[N:22][CH:23]=[N:24]3)=[CH:19][C:18]=2[O:33][CH3:34])[CH:10]=1)(=[NH:6])=[O:8])[CH3:36]. The catalyst class is: 5. (2) Reactant: [CH2:1]([N:8]1[CH2:13][CH2:12][N:11]([C:14]2[CH:23]=[C:22]3[C:17]([CH:18]=[CH:19][CH:20]=[C:21]3[OH:24])=[CH:16][CH:15]=2)[CH2:10][CH2:9]1)[C:2]1[CH:7]=[CH:6][CH:5]=[CH:4][CH:3]=1.[CH3:25][C:26](C)([O-])C.[K+].C(I)C. The catalyst class is: 9. Product: [CH2:1]([N:8]1[CH2:9][CH2:10][N:11]([C:14]2[CH:15]=[CH:16][C:17]3[C:22](=[C:21]([O:24][CH2:25][CH3:26])[CH:20]=[CH:19][CH:18]=3)[CH:23]=2)[CH2:12][CH2:13]1)[C:2]1[CH:3]=[CH:4][CH:5]=[CH:6][CH:7]=1.